This data is from Forward reaction prediction with 1.9M reactions from USPTO patents (1976-2016). The task is: Predict the product of the given reaction. Given the reactants [C:1]([Si:5]([CH3:39])([CH3:38])[O:6][C@@H:7]1[CH2:11][C:10](=[O:12])[CH:9]([CH2:13]/[CH:14]=[CH:15]\[CH2:16][CH2:17][CH2:18][C:19]([O:21][CH:22]([CH3:24])[CH3:23])=[O:20])[C@H:8]1/[CH:25]=[CH:26]/[C:27]([F:37])([F:36])[CH2:28][O:29][C:30]1[CH:35]=[CH:34][CH:33]=[CH:32][CH:31]=1)([CH3:4])([CH3:3])[CH3:2].CCC(C)[BH-](C(C)CC)C(C)CC.[Li+].[NH4+].[Cl-], predict the reaction product. The product is: [Si:5]([O:6][C@@H:7]1[CH2:11][C@H:10]([OH:12])[C@H:9]([CH2:13]/[CH:14]=[CH:15]\[CH2:16][CH2:17][CH2:18][C:19]([O:21][CH:22]([CH3:23])[CH3:24])=[O:20])[C@H:8]1/[CH:25]=[CH:26]/[C:27]([F:36])([F:37])[CH2:28][O:29][C:30]1[CH:35]=[CH:34][CH:33]=[CH:32][CH:31]=1)([C:1]([CH3:2])([CH3:3])[CH3:4])([CH3:39])[CH3:38].